The task is: Predict the reaction yield, written as a fraction of the theoretical maximum amount of product (1.0 means a 100% yield; for example, 0.34 means a 34% yield).. This data is from Reaction yield outcomes from USPTO patents with 853,638 reactions. (1) The reactants are [Br-].C[PH3+].[CH3:4]C(C)([O-])C.[K+].[C:10]1([N:16]([C:25]2[CH:30]=[CH:29][CH:28]=[CH:27][CH:26]=2)[C:17]2[CH:24]=[CH:23][C:20]([CH:21]=O)=[CH:19][CH:18]=2)[CH:15]=[CH:14][CH:13]=[CH:12][CH:11]=1. The catalyst is C1COCC1.ClCCl. The product is [C:10]1([N:16]([C:25]2[CH:30]=[CH:29][CH:28]=[CH:27][CH:26]=2)[C:17]2[CH:24]=[CH:23][C:20]([CH:21]=[CH2:4])=[CH:19][CH:18]=2)[CH:15]=[CH:14][CH:13]=[CH:12][CH:11]=1. The yield is 0.860. (2) The reactants are Br[C:2]1[CH:3]=[C:4]2[C:8](=[CH:9][C:10]=1[F:11])[NH:7][CH:6]=[CH:5]2.[CH3:12][O:13][C:14]1[CH:19]=[CH:18][C:17](B(O)O)=[CH:16][CH:15]=1.C(=O)([O-])[O-].[K+].[K+]. The catalyst is CCO.C1(C)C=CC=CC=1.C1C=CC(P(C2C=CC=CC=2)[C-]2C=CC=C2)=CC=1.C1C=CC(P(C2C=CC=CC=2)[C-]2C=CC=C2)=CC=1.Cl[Pd]Cl.[Fe+2]. The product is [F:11][C:10]1[CH:9]=[C:8]2[C:4]([CH:5]=[CH:6][NH:7]2)=[CH:3][C:2]=1[C:17]1[CH:18]=[CH:19][C:14]([O:13][CH3:12])=[CH:15][CH:16]=1. The yield is 0.220. (3) The reactants are C(N(CC)CC)C.C1C=CC(N([S:15]([C:18]([F:21])([F:20])[F:19])(=[O:17])=[O:16])[S:15]([C:18]([F:21])([F:20])[F:19])(=[O:17])=[O:16])=CC=1.[CH2:29]([C:31]([C:42]1[CH:47]=[CH:46][C:45]([C:48]#[C:49][C:50]2([OH:56])[CH2:55][CH2:54][S:53][CH2:52][CH2:51]2)=[C:44]([CH3:57])[CH:43]=1)([C:34]1[CH:39]=[CH:38][C:37]([OH:40])=[C:36]([CH3:41])[CH:35]=1)[CH2:32][CH3:33])[CH3:30].O. The catalyst is ClCCl. The product is [CH2:29]([C:31]([C:34]1[CH:39]=[CH:38][C:37]([O:40][S:15]([C:18]([F:21])([F:20])[F:19])(=[O:17])=[O:16])=[C:36]([CH3:41])[CH:35]=1)([C:42]1[CH:47]=[CH:46][C:45]([C:48]#[C:49][C:50]2([OH:56])[CH2:51][CH2:52][S:53][CH2:54][CH2:55]2)=[C:44]([CH3:57])[CH:43]=1)[CH2:32][CH3:33])[CH3:30]. The yield is 0.990. (4) The reactants are [C:1]([NH:3][C:4](=[N:12][C:13]1[CH:18]=[CH:17][C:16]([O:19][CH3:20])=[CH:15][C:14]=1[O:21][CH3:22])OC1C=CC=CC=1)#[N:2].Cl.[F:24][C:25]1[CH:30]=[CH:29][CH:28]=[CH:27][C:26]=1[NH:31][NH2:32].C(N(CC)CC)C. The catalyst is C(O)(C)C. The product is [CH3:22][O:21][C:14]1[CH:15]=[C:16]([O:19][CH3:20])[CH:17]=[CH:18][C:13]=1[NH:12][C:4]1[N:3]=[C:1]([NH2:2])[N:31]([C:26]2[CH:27]=[CH:28][CH:29]=[CH:30][C:25]=2[F:24])[N:32]=1. The yield is 0.850. (5) The reactants are [CH3:1][C:2]1[CH:3]=[C:4]([C:19]2[S:23][C:22]([CH:24]=[O:25])=[N:21][CH:20]=2)[CH:5]=[C:6]([NH:8][C:9]2[N:14]=[C:13]([C:15]([F:18])([F:17])[F:16])[CH:12]=[CH:11][N:10]=2)[CH:7]=1.CO.[BH4-].[Na+]. The catalyst is C(OCC)(=O)C. The product is [CH3:1][C:2]1[CH:3]=[C:4]([C:19]2[S:23][C:22]([CH2:24][OH:25])=[N:21][CH:20]=2)[CH:5]=[C:6]([NH:8][C:9]2[N:14]=[C:13]([C:15]([F:18])([F:17])[F:16])[CH:12]=[CH:11][N:10]=2)[CH:7]=1. The yield is 0.850. (6) The reactants are [Br:1][C:2]1[CH:3]=[C:4]([CH2:7][NH:8][C:9]([C:12]2[C:16]([NH:17][CH2:18][CH2:19][O:20][CH3:21])=[N:15][O:14][N:13]=2)=[N:10][OH:11])[O:5][CH:6]=1.[C:22](N1C=CN=C1)(N1C=CN=C1)=[O:23]. The catalyst is C(OCC)(=O)C. The product is [Br:1][C:2]1[CH:3]=[C:4]([CH2:7][N:8]2[C:22](=[O:23])[O:11][N:10]=[C:9]2[C:12]2[C:16]([NH:17][CH2:18][CH2:19][O:20][CH3:21])=[N:15][O:14][N:13]=2)[O:5][CH:6]=1. The yield is 0.900. (7) The reactants are Br[C:2](Br)=[CH:3][C:4]1[CH:9]=[CH:8][C:7]([O:10][CH2:11][C:12]2[CH:17]=[CH:16][CH:15]=[CH:14][CH:13]=2)=[CH:6][CH:5]=1.C([O-])([O-])=O.[Cs+].[Cs+].O. The catalyst is CS(C)=O. The product is [C:3]([C:4]1[CH:9]=[CH:8][C:7]([O:10][CH2:11][C:12]2[CH:17]=[CH:16][CH:15]=[CH:14][CH:13]=2)=[CH:6][CH:5]=1)#[CH:2]. The yield is 0.680.